From a dataset of Volume of distribution at steady state (VDss) regression data from Lombardo et al.. Regression/Classification. Given a drug SMILES string, predict its absorption, distribution, metabolism, or excretion properties. Task type varies by dataset: regression for continuous measurements (e.g., permeability, clearance, half-life) or binary classification for categorical outcomes (e.g., BBB penetration, CYP inhibition). For this dataset (vdss_lombardo), we predict log10(VDss) (log10 of volume of distribution in L/kg). (1) The drug is C/C=C/C1=C(C(=O)[O-])N2C(=O)C(NC(=O)C([NH3+])c3ccc(O)cc3)C2SC1. The log10(VDss) is -0.680. (2) The drug is Cn1c(COP(=O)(NCCBr)NCCBr)cnc1[N+](=O)[O-]. The log10(VDss) is -0.190. (3) The drug is C[N+]1(CC2CC2)CCC23c4c5ccc(O)c4OC2C(=O)CCC3(O)C1C5. The log10(VDss) is 0.410. (4) The molecule is Cc1onc(-c2ccccc2)c1C(=O)NC1C(=O)N2C1SC(C)(C)C2C(=O)[O-]. The log10(VDss) is -0.720. (5) The log10(VDss) is 1.40. The molecule is COc1cc2c(cc1O)CCNC21CSC2c3c(OC(C)=O)c(C)c4c(c3C(COC1=O)N1C(O)C3Cc5cc(C)c(OC)c(O)c5C(C21)[NH+]3C)OCO4. (6) The log10(VDss) is -0.640. The drug is CC1=NN(c2ccccc2)C(=O)C1. (7) The molecule is COc1cc2ncnc(Nc3ccc(F)c(Cl)c3)c2cc1OCCC[NH+]1CCOCC1. The log10(VDss) is 1.36.